This data is from NCI-60 drug combinations with 297,098 pairs across 59 cell lines. The task is: Regression. Given two drug SMILES strings and cell line genomic features, predict the synergy score measuring deviation from expected non-interaction effect. (1) Drug 1: CN1CCC(CC1)COC2=C(C=C3C(=C2)N=CN=C3NC4=C(C=C(C=C4)Br)F)OC. Drug 2: CN1C2=C(C=C(C=C2)N(CCCl)CCCl)N=C1CCCC(=O)O.Cl. Cell line: MDA-MB-231. Synergy scores: CSS=17.3, Synergy_ZIP=2.52, Synergy_Bliss=4.16, Synergy_Loewe=5.13, Synergy_HSA=6.43. (2) Drug 1: COC1=C(C=C2C(=C1)N=CN=C2NC3=CC(=C(C=C3)F)Cl)OCCCN4CCOCC4. Drug 2: C1=CC(=C2C(=C1NCCNCCO)C(=O)C3=C(C=CC(=C3C2=O)O)O)NCCNCCO. Cell line: NCI-H226. Synergy scores: CSS=56.5, Synergy_ZIP=7.00, Synergy_Bliss=6.57, Synergy_Loewe=10.5, Synergy_HSA=13.0. (3) Drug 1: CC(CN1CC(=O)NC(=O)C1)N2CC(=O)NC(=O)C2. Drug 2: C1C(C(OC1N2C=C(C(=O)NC2=O)F)CO)O. Cell line: HT29. Synergy scores: CSS=58.4, Synergy_ZIP=0.259, Synergy_Bliss=0.394, Synergy_Loewe=6.81, Synergy_HSA=9.07. (4) Drug 2: CCN(CC)CCCC(C)NC1=C2C=C(C=CC2=NC3=C1C=CC(=C3)Cl)OC. Synergy scores: CSS=33.6, Synergy_ZIP=-10.8, Synergy_Bliss=-3.89, Synergy_Loewe=-2.93, Synergy_HSA=0.339. Cell line: NCI/ADR-RES. Drug 1: C1=NC2=C(N=C(N=C2N1C3C(C(C(O3)CO)O)O)F)N. (5) Drug 1: CC1=CC2C(CCC3(C2CCC3(C(=O)C)OC(=O)C)C)C4(C1=CC(=O)CC4)C. Drug 2: N.N.Cl[Pt+2]Cl. Cell line: ACHN. Synergy scores: CSS=2.11, Synergy_ZIP=-0.962, Synergy_Bliss=-0.483, Synergy_Loewe=-1.01, Synergy_HSA=-0.166. (6) Drug 1: CC1=C2C(C(=O)C3(C(CC4C(C3C(C(C2(C)C)(CC1OC(=O)C(C(C5=CC=CC=C5)NC(=O)OC(C)(C)C)O)O)OC(=O)C6=CC=CC=C6)(CO4)OC(=O)C)OC)C)OC. Drug 2: C(CN)CNCCSP(=O)(O)O. Cell line: M14. Synergy scores: CSS=25.8, Synergy_ZIP=-3.91, Synergy_Bliss=-9.91, Synergy_Loewe=-46.5, Synergy_HSA=-10.1. (7) Drug 1: CC(CN1CC(=O)NC(=O)C1)N2CC(=O)NC(=O)C2. Drug 2: C(CCl)NC(=O)N(CCCl)N=O. Cell line: NCI-H522. Synergy scores: CSS=20.1, Synergy_ZIP=1.11, Synergy_Bliss=3.49, Synergy_Loewe=2.68, Synergy_HSA=2.93. (8) Drug 1: CC1=C2C(C(=O)C3(C(CC4C(C3C(C(C2(C)C)(CC1OC(=O)C(C(C5=CC=CC=C5)NC(=O)OC(C)(C)C)O)O)OC(=O)C6=CC=CC=C6)(CO4)OC(=O)C)O)C)O. Drug 2: CC(C)CN1C=NC2=C1C3=CC=CC=C3N=C2N. Cell line: MDA-MB-435. Synergy scores: CSS=4.49, Synergy_ZIP=-2.81, Synergy_Bliss=-7.32, Synergy_Loewe=-5.92, Synergy_HSA=-8.67. (9) Drug 1: C1=CN(C(=O)N=C1N)C2C(C(C(O2)CO)O)O.Cl. Drug 2: C1CN(CCN1C(=O)CCBr)C(=O)CCBr. Cell line: OVCAR-4. Synergy scores: CSS=4.30, Synergy_ZIP=-2.43, Synergy_Bliss=-1.56, Synergy_Loewe=-3.56, Synergy_HSA=-2.46.